Task: Predict the reaction yield, written as a fraction of the theoretical maximum amount of product (1.0 means a 100% yield; for example, 0.34 means a 34% yield).. Dataset: Reaction yield outcomes from USPTO patents with 853,638 reactions (1) The reactants are [OH:1][C:2]1[C:10]2[N:9]=[C:8]([C:11]3[S:12][CH:13]=[CH:14][CH:15]=3)[NH:7][C:6]=2[C:5]([C:16]([OH:18])=O)=[CH:4][CH:3]=1.CN(C(ON1N=[N:34][C:29]2C=[CH:31][CH:32]=[N:33][C:28]1=2)=[N+](C)C)C.F[P-](F)(F)(F)(F)F.CCN(C(C)C)C(C)C.N1(C(OC(C)(C)C)=O)CCNCC1. The catalyst is CN(C=O)C. The product is [OH:1][C:2]1[C:10]2[NH:9][C:8]([C:11]3[S:12][CH:13]=[CH:14][CH:15]=3)=[N:7][C:6]=2[C:5]([C:16]([N:33]2[CH2:28][CH2:29][NH:34][CH2:31][CH2:32]2)=[O:18])=[CH:4][CH:3]=1. The yield is 0.320. (2) The reactants are Br[C:2]1[C:11]2[C:6](=[CH:7][C:8]([C:12]3[CH:17]=[CH:16][CH:15]=[C:14]([OH:18])[CH:13]=3)=[CH:9][CH:10]=2)[CH:5]=[CH:4][C:3]=1[OH:19].[CH3:20][O:21][C:22]1[N:27]=[CH:26][C:25](OB(O)O)=[CH:24][CH:23]=1. No catalyst specified. The product is [OH:19][C:3]1[CH:2]=[C:11]([C:6]2[CH:5]=[C:17]3[C:12](=[CH:8][CH:7]=2)[C:13]([C:25]2[CH:26]=[N:27][C:22]([O:21][CH3:20])=[CH:23][CH:24]=2)=[C:14]([OH:18])[CH:15]=[CH:16]3)[CH:10]=[CH:9][CH:4]=1. The yield is 0.840. (3) The reactants are [NH2:1][C:2]1[C:15]([NH2:16])=[CH:14][CH:13]=[CH:12][C:3]=1[C:4]([NH:6][C:7]1[NH:8][CH:9]=[CH:10][N:11]=1)=[O:5].Cl[C:18](Cl)(Cl)[C:19](N)=[O:20].Cl.[Li+].[OH-:26]. The catalyst is C(O)(=O)C.CO.C1COCC1. The product is [NH:11]1[CH:10]=[CH:9][N:8]=[C:7]1[NH:6][C:4]([C:3]1[C:2]2[N:1]=[C:18]([C:19]([OH:20])=[O:26])[NH:16][C:15]=2[CH:14]=[CH:13][CH:12]=1)=[O:5]. The yield is 0.400. (4) The reactants are [Cl:1][C:2]1[CH:7]=[CH:6][C:5]([C@H:8]([C:18]([N:20]2[CH2:25][CH2:24][N:23]([C:26]3[C:27]4[C@H:34]([CH3:35])[CH2:33][C@H:32]([OH:36])[C:28]=4[N:29]=[CH:30][N:31]=3)[CH2:22][CH2:21]2)=[O:19])[CH2:9][NH:10]C(=O)OC(C)(C)C)=[CH:4][C:3]=1[F:37]. The catalyst is O1CCOCC1.C(Cl)Cl. The product is [ClH:1].[ClH:1].[NH2:10][CH2:9][C@H:8]([C:5]1[CH:6]=[CH:7][C:2]([Cl:1])=[C:3]([F:37])[CH:4]=1)[C:18]([N:20]1[CH2:25][CH2:24][N:23]([C:26]2[C:27]3[C@H:34]([CH3:35])[CH2:33][C@H:32]([OH:36])[C:28]=3[N:29]=[CH:30][N:31]=2)[CH2:22][CH2:21]1)=[O:19]. The yield is 0.897. (5) The reactants are [Cl:1][C:2]1[CH:7]=[CH:6][C:5]([S:8]([N:11]([CH2:21][C:22]2[CH:31]=[CH:30][C:25]([C:26]([O:28]C)=[O:27])=[CH:24][CH:23]=2)[C@H:12]([C:15]2[CH:20]=[CH:19][CH:18]=[CH:17][CH:16]=2)[CH2:13][CH3:14])(=[O:10])=[O:9])=[CH:4][CH:3]=1.O.[OH-].[Li+].O. The catalyst is C1COCC1. The product is [Cl:1][C:2]1[CH:3]=[CH:4][C:5]([S:8]([N:11]([CH2:21][C:22]2[CH:23]=[CH:24][C:25]([C:26]([OH:28])=[O:27])=[CH:30][CH:31]=2)[C@H:12]([C:15]2[CH:20]=[CH:19][CH:18]=[CH:17][CH:16]=2)[CH2:13][CH3:14])(=[O:9])=[O:10])=[CH:6][CH:7]=1. The yield is 0.860. (6) The reactants are CCN(CC)CC.O[C@@H:9]([CH3:29])[C@@H:10]([NH:14][C:15]([O:17][CH2:18][CH2:19][CH2:20][CH2:21][CH2:22][C:23]1[CH:28]=[CH:27][CH:26]=[CH:25][CH:24]=1)=[O:16])[C:11]([OH:13])=[O:12]. The catalyst is C(Cl)Cl. The product is [C:23]1([CH2:22][CH2:21][CH2:20][CH2:19][CH2:18][O:17][C:15](=[O:16])[NH:14][C@H:10]2[C:11](=[O:13])[O:12][C@H:9]2[CH3:29])[CH:28]=[CH:27][CH:26]=[CH:25][CH:24]=1. The yield is 0.450. (7) The reactants are [CH2:1](I)[CH:2]=[CH2:3].[C:5]1([CH:12]=[CH:11][C:9]([OH:10])=[CH:8][CH:7]=1)[OH:6].C([O-])([O-])=O.[K+].[K+].CC(C)=O. No catalyst specified. The product is [CH2:1]([O:6][C:5]1[CH:12]=[CH:11][C:9]([OH:10])=[CH:8][CH:7]=1)[CH:2]=[CH2:3]. The yield is 0.410.